From a dataset of Forward reaction prediction with 1.9M reactions from USPTO patents (1976-2016). Predict the product of the given reaction. Given the reactants [Br:1][CH2:2][C:3](Br)=[O:4].[N:6]1[C:11](C)=[CH:10][CH:9]=[CH:8]C=1C, predict the reaction product. The product is: [Br:1][CH2:2][C:3]([C:11]1[NH:6][CH:8]=[CH:9][CH:10]=1)=[O:4].